Dataset: Catalyst prediction with 721,799 reactions and 888 catalyst types from USPTO. Task: Predict which catalyst facilitates the given reaction. (1) Reactant: [Si:1]([O:8][C:9]1[CH:14]=[CH:13][C:12]([C:15]2([C:21]#[N:22])[CH2:20][CH2:19][O:18][CH2:17][CH2:16]2)=[CH:11][CH:10]=1)([C:4]([CH3:7])([CH3:6])[CH3:5])([CH3:3])[CH3:2].[H-].[Al+3].[Li+].[H-].[H-].[H-].O.[OH-].[Na+]. Product: [Si:1]([O:8][C:9]1[CH:14]=[CH:13][C:12]([C:15]2([CH2:21][NH2:22])[CH2:16][CH2:17][O:18][CH2:19][CH2:20]2)=[CH:11][CH:10]=1)([C:4]([CH3:7])([CH3:6])[CH3:5])([CH3:3])[CH3:2]. The catalyst class is: 1. (2) Reactant: Cl.O1CCOCC1.[Cl:8][C:9]1[C:10]([O:36][C:37]2[CH:38]=[C:39]([C:50]3[CH:55]=[CH:54][CH:53]=[CH:52][C:51]=3[F:56])[C:40]([Cl:49])=[CH:41][C:42]=2[C:43]2[CH:48]=[CH:47][N:46]=[N:45][CH:44]=2)=[CH:11][C:12]([F:35])=[C:13]([S:15]([N:18](CC2C=CC(OC)=CC=2OC)[C:19]2[S:20][CH:21]=[N:22][N:23]=2)(=[O:17])=[O:16])[CH:14]=1. Product: [Cl:8][C:9]1[C:10]([O:36][C:37]2[CH:38]=[C:39]([C:50]3[CH:55]=[CH:54][CH:53]=[CH:52][C:51]=3[F:56])[C:40]([Cl:49])=[CH:41][C:42]=2[C:43]2[CH:48]=[CH:47][N:46]=[N:45][CH:44]=2)=[CH:11][C:12]([F:35])=[C:13]([S:15]([NH:18][C:19]2[S:20][CH:21]=[N:22][N:23]=2)(=[O:17])=[O:16])[CH:14]=1. The catalyst class is: 5. (3) Reactant: [C:1]([C:3]1[C:4]([C:20]([F:23])([F:22])[F:21])=[C:5]2[C:9](=[CH:10][CH:11]=1)[N:8]([CH2:12][C:13](=[NH:16])[NH:14][OH:15])[C:7]([CH2:17][CH2:18][CH3:19])=[CH:6]2)#[N:2].[Cl:24][C:25]1[CH:26]=[C:27]2[C:36]([CH3:37])=[N:35][N:34]([CH3:38])[C:28]2=[N:29][C:30]=1[C:31](Cl)=O.C(N(CC)CC)C. Product: [Cl:24][C:25]1[CH:26]=[C:27]2[C:36]([CH3:37])=[N:35][N:34]([CH3:38])[C:28]2=[N:29][C:30]=1[C:31]1[O:15][N:14]=[C:13]([CH2:12][N:8]2[C:9]3[C:5](=[C:4]([C:20]([F:22])([F:23])[F:21])[C:3]([C:1]#[N:2])=[CH:11][CH:10]=3)[CH:6]=[C:7]2[CH2:17][CH2:18][CH3:19])[N:16]=1. The catalyst class is: 10. (4) Reactant: [Br:1][C:2]1[C:7]([CH3:8])=[CH:6][C:5]([OH:9])=[C:4]([CH3:10])[CH:3]=1.[CH:11](I)([CH3:13])[CH3:12].C(=O)([O-])[O-].[K+].[K+].C(#N)C. Product: [Br:1][C:2]1[CH:3]=[C:4]([CH3:10])[C:5]([O:9][CH:11]([CH3:13])[CH3:12])=[CH:6][C:7]=1[CH3:8]. The catalyst class is: 13. (5) Reactant: [C:1]([O:4][CH2:5][C:6]([CH3:36])([CH3:35])[CH2:7][N:8]1[C:14]2[CH:15]=[CH:16][C:17]([Cl:19])=[CH:18][C:13]=2[C@@H:12]([C:20]2[CH:25]=[CH:24][CH:23]=[C:22]([O:26][CH3:27])[C:21]=2[O:28][CH3:29])[O:11][C@H:10]([CH2:30][C:31](O)=[O:32])[C:9]1=[O:34])(=[O:3])[CH3:2].C(N(CC)CC)C.ClC(OCC(C)C)=O.Cl.[NH2:53][C:54]1[CH:55]=[C:56]([CH2:62][C:63]([O:65][CH2:66][CH3:67])=[O:64])[CH:57]=[CH:58][C:59]=1[O:60][CH3:61].N1C=CC=CC=1.Cl. Product: [Cl:19][C:17]1[CH:16]=[CH:15][C:14]2[N:8]([CH2:7][C:6]([CH3:36])([CH3:35])[CH2:5][O:4][C:1](=[O:3])[CH3:2])[C:9](=[O:34])[C@@H:10]([CH2:30][C:31]([NH:53][C:54]3[CH:55]=[C:56]([CH2:62][C:63]([O:65][CH2:66][CH3:67])=[O:64])[CH:57]=[CH:58][C:59]=3[O:60][CH3:61])=[O:32])[O:11][C@H:12]([C:20]3[CH:25]=[CH:24][CH:23]=[C:22]([O:26][CH3:27])[C:21]=3[O:28][CH3:29])[C:13]=2[CH:18]=1. The catalyst class is: 288. (6) Reactant: [CH2:1]([O:4][C:5]1[CH:10]=[CH:9][C:8]([CH2:11][C@H:12]([NH:16][C:17]([O:19][C:20]([CH3:23])([CH3:22])[CH3:21])=[O:18])[C:13](O)=[O:14])=[CH:7][CH:6]=1)[CH:2]=[CH2:3].CC[N:26](C(C)C)C(C)C.ClC(OCC)=O.N. Product: [C:20]([O:19][C:17](=[O:18])[NH:16][C@@H:12]([CH2:11][C:8]1[CH:9]=[CH:10][C:5]([O:4][CH2:1][CH:2]=[CH2:3])=[CH:6][CH:7]=1)[C:13]([NH2:26])=[O:14])([CH3:23])([CH3:22])[CH3:21]. The catalyst class is: 36. (7) Reactant: [H-].[Na+].C[O:4][C:5](=[O:20])[C@:6]1([CH3:19])[CH2:10][C@@H:9]([OH:11])[CH2:8][N:7]1[C:12]([O:14][C:15]([CH3:18])([CH3:17])[CH3:16])=[O:13].[Br:21][C:22]1[CH:29]=[CH:28][C:25]([CH2:26]Br)=[CH:24][CH:23]=1. Product: [C:12]([N:7]1[CH2:8][C@H:9]([O:11][CH2:26][C:25]2[CH:28]=[CH:29][C:22]([Br:21])=[CH:23][CH:24]=2)[CH2:10][C@@:6]1([CH3:19])[C:5]([OH:4])=[O:20])([O:14][C:15]([CH3:18])([CH3:17])[CH3:16])=[O:13]. The catalyst class is: 20.